Task: Predict the product of the given reaction.. Dataset: Forward reaction prediction with 1.9M reactions from USPTO patents (1976-2016) (1) Given the reactants [CH3:1][O:2][C:3]1[CH:8]=[CH:7][CH:6]=[C:5]([O:9][CH3:10])[C:4]=1[CH:11]1[N:16]([CH2:17][C:18]2[CH:23]=[CH:22][C:21]([OH:24])=[CH:20][CH:19]=2)[C:15](=[O:25])[CH2:14][CH2:13][CH2:12]1.Br[CH2:27][CH2:28][CH3:29], predict the reaction product. The product is: [CH3:1][O:2][C:3]1[CH:8]=[CH:7][CH:6]=[C:5]([O:9][CH3:10])[C:4]=1[CH:11]1[N:16]([CH2:17][C:18]2[CH:23]=[CH:22][C:21]([O:24][CH2:27][CH2:28][CH3:29])=[CH:20][CH:19]=2)[C:15](=[O:25])[CH2:14][CH2:13][CH2:12]1. (2) Given the reactants [OH:1][CH:2]([CH2:18][N:19]1[CH2:24][CH2:23][O:22][CH2:21][CH2:20]1)[CH2:3][N:4]1[CH2:10][CH2:9][CH2:8][C:7]2[NH:11][C:12]([CH:15]=O)=[C:13]([CH3:14])[C:6]=2[C:5]1=[O:17].[Br:25][C:26]1[CH:27]=[C:28]2[C:32](=[CH:33][CH:34]=1)[NH:31][C:30](=[O:35])[CH2:29]2, predict the reaction product. The product is: [Br:25][C:26]1[CH:27]=[C:28]2[C:32](=[CH:33][CH:34]=1)[NH:31][C:30](=[O:35])/[C:29]/2=[CH:15]\[C:12]1[NH:11][C:7]2[CH2:8][CH2:9][CH2:10][N:4]([CH2:3][C@H:2]([OH:1])[CH2:18][N:19]3[CH2:20][CH2:21][O:22][CH2:23][CH2:24]3)[C:5](=[O:17])[C:6]=2[C:13]=1[CH3:14]. (3) Given the reactants CC1C=C(C)C=C(C)C=1S([O-])(=O)=O.[NH2:14][N+:15]1[CH:20]=[CH:19][CH:18]=[C:17]([O:21][CH3:22])[CH:16]=1.C(=O)([O-])[O-].[K+].[K+].O1CCOCC1.[O:35]=[C:36]([C:49]1[N:54]=[C:53]([C:55]([O:57][CH3:58])=[O:56])[CH:52]=[CH:51][CH:50]=1)[C:37]#[C:38][C:39]1[CH:44]=[CH:43][C:42]([C:45]([F:48])([F:47])[F:46])=[CH:41][CH:40]=1, predict the reaction product. The product is: [CH3:22][O:21][C:17]1[CH:18]=[CH:19][C:20]2[N:15]([N:14]=[C:38]([C:39]3[CH:40]=[CH:41][C:42]([C:45]([F:48])([F:46])[F:47])=[CH:43][CH:44]=3)[C:37]=2[C:36]([C:49]2[N:54]=[C:53]([C:55]([O:57][CH3:58])=[O:56])[CH:52]=[CH:51][CH:50]=2)=[O:35])[CH:16]=1.